From a dataset of Forward reaction prediction with 1.9M reactions from USPTO patents (1976-2016). Predict the product of the given reaction. (1) Given the reactants C(CO)#C.[CH3:5][O:6][C:7](=[O:16])[C:8]1[C:9](=[CH:11][CH:12]=[C:13]([I:15])[CH:14]=1)[OH:10].[CH:17]1[CH:22]=CC(P([C:17]2[CH:22]=CC=[CH:19][CH:18]=2)[C:17]2[CH:22]=CC=[CH:19][CH:18]=2)=[CH:19][CH:18]=1.N(C(OC(C)C)=O)=NC(OC(C)C)=O, predict the reaction product. The product is: [CH3:5][O:6][C:7](=[O:16])[C:8]1[CH:14]=[C:13]([I:15])[CH:12]=[CH:11][C:9]=1[O:10][CH:18]([CH3:19])[C:17]#[CH:22]. (2) Given the reactants [H-].[H-].[H-].[H-].[Li+].[Al+3].[N:7]1[CH:12]=[CH:11][C:10]([C:13]2[S:14][CH:15]=[C:16]([NH:18][C:19](=[O:37])[NH:20][C:21]3[N:26]=[C:25]([CH2:27][N:28]4[CH2:32][CH2:31][CH2:30][CH:29]4[C:33](OC)=[O:34])[CH:24]=[CH:23][CH:22]=3)[N:17]=2)=[CH:9][CH:8]=1, predict the reaction product. The product is: [OH:34][CH2:33][CH:29]1[CH2:30][CH2:31][CH2:32][N:28]1[CH2:27][C:25]1[N:26]=[C:21]([NH:20][C:19]([NH:18][C:16]2[N:17]=[C:13]([C:10]3[CH:9]=[CH:8][N:7]=[CH:12][CH:11]=3)[S:14][CH:15]=2)=[O:37])[CH:22]=[CH:23][CH:24]=1. (3) Given the reactants [Br:1][C:2]1[CH:11]=[CH:10][C:5]([C:6](=O)[CH2:7]Br)=[CH:4][CH:3]=1.[CH:12]1([CH2:15][NH:16][C:17]([NH2:19])=[S:18])[CH2:14][CH2:13]1.C(=O)(O)[O-].[Na+], predict the reaction product. The product is: [Br:1][C:2]1[CH:11]=[CH:10][C:5]([C:6]2[N:19]=[C:17]([NH:16][CH2:15][CH:12]3[CH2:14][CH2:13]3)[S:18][CH:7]=2)=[CH:4][CH:3]=1. (4) Given the reactants [Br:1][C:2]1[CH:3]=[C:4]2[C:9](=[CH:10][CH:11]=1)[O:8][C:7](=O)[CH2:6][C:5]2([CH3:14])[CH3:13].[CH2:15]([Mg]Br)[CH3:16].Cl.[C:20]1(C)C=CC(S(O)(=O)=O)=C[CH:21]=1, predict the reaction product. The product is: [Br:1][C:2]1[CH:3]=[C:4]2[C:9](=[CH:10][CH:11]=1)[O:8][C:7]([CH2:15][CH3:16])([CH2:20][CH3:21])[CH2:6][C:5]2([CH3:14])[CH3:13]. (5) Given the reactants O[C:2]1[C:11]2[C:6](=[N:7][CH:8]=[CH:9][CH:10]=2)[N:5]([C:12]2[CH:17]=[CH:16][CH:15]=[CH:14][CH:13]=2)[C:4](=[O:18])[C:3]=1[C:19](=O)[CH2:20][C:21]1[CH:26]=[CH:25][C:24]([CH2:27][C:28]([O:30][CH2:31][CH3:32])=[O:29])=[CH:23][CH:22]=1.O.[NH2:35][NH2:36], predict the reaction product. The product is: [CH2:31]([O:30][C:28]([CH2:27][C:24]1[CH:25]=[CH:26][C:21]([CH2:20][C:19]2[C:3]3[C:4](=[O:18])[N:5]([C:12]4[CH:13]=[CH:14][CH:15]=[CH:16][CH:17]=4)[C:6]4[N:7]=[CH:8][CH:9]=[CH:10][C:11]=4[C:2]=3[NH:36][N:35]=2)=[CH:22][CH:23]=1)=[O:29])[CH3:32]. (6) The product is: [CH:21]1([C:19]#[C:20][C:2]2[CH:3]=[C:4]([CH:8]([OH:18])[CH2:9][CH2:10][NH:11][C:12](=[O:17])[C:13]([F:16])([F:15])[F:14])[CH:5]=[CH:6][CH:7]=2)[CH2:23][CH2:22]1. Given the reactants Br[C:2]1[CH:3]=[C:4]([CH:8]([OH:18])[CH2:9][CH2:10][NH:11][C:12](=[O:17])[C:13]([F:16])([F:15])[F:14])[CH:5]=[CH:6][CH:7]=1.[C:19]([CH:21]1[CH2:23][CH2:22]1)#[CH:20], predict the reaction product. (7) Given the reactants [CH2:1]([O:8][C:9]([N:11]1[CH2:15][C@H:14]([OH:16])[C@@H:13]([CH2:17][OH:18])[CH2:12]1)=[O:10])[C:2]1[CH:7]=[CH:6][CH:5]=[CH:4][CH:3]=1.N1C(C)=CC(C)=CC=1C.[CH3:28][S:29](Cl)(=[O:31])=[O:30], predict the reaction product. The product is: [CH2:1]([O:8][C:9]([N:11]1[CH2:12][C@H:13]([CH2:17][O:18][S:29]([CH3:28])(=[O:31])=[O:30])[C@@H:14]([O:16][S:29]([CH3:28])(=[O:31])=[O:30])[CH2:15]1)=[O:10])[C:2]1[CH:7]=[CH:6][CH:5]=[CH:4][CH:3]=1.[CH2:1]([O:8][C:9]([N:11]1[CH2:12][C@H:13]([CH2:17][O:18][S:29]([CH3:28])(=[O:31])=[O:30])[C@@H:14]([OH:16])[CH2:15]1)=[O:10])[C:2]1[CH:7]=[CH:6][CH:5]=[CH:4][CH:3]=1. (8) Given the reactants O1CCCC1.B.[C:7]([O:11][C:12]([N:14]([C:22]1[C:27]([CH2:31][F:32])([CH2:28][CH:29]=[O:30])[S:26](=[O:34])(=[O:33])[CH2:25][C@:24]([C:36]2[CH:41]=[C:40]([N+:42]([O-:44])=[O:43])[CH:39]=[CH:38][C:37]=2[F:45])([CH3:35])[N:23]=1)[C:15](=[O:21])[O:16][C:17]([CH3:20])([CH3:19])[CH3:18])=[O:13])([CH3:10])([CH3:9])[CH3:8], predict the reaction product. The product is: [C:7]([O:11][C:12]([N:14]([C:22]1[C:27]([CH2:31][F:32])([CH2:28][CH2:29][OH:30])[S:26](=[O:33])(=[O:34])[CH2:25][C@:24]([C:36]2[CH:41]=[C:40]([N+:42]([O-:44])=[O:43])[CH:39]=[CH:38][C:37]=2[F:45])([CH3:35])[N:23]=1)[C:15](=[O:21])[O:16][C:17]([CH3:20])([CH3:18])[CH3:19])=[O:13])([CH3:8])([CH3:9])[CH3:10].